This data is from Full USPTO retrosynthesis dataset with 1.9M reactions from patents (1976-2016). The task is: Predict the reactants needed to synthesize the given product. (1) Given the product [F:10][C:11]([F:28])([F:27])[C:12]1[CH:26]=[CH:25][CH:24]=[CH:23][C:13]=1[O:14][C:15]1[CH:22]=[CH:21][C:18]([C:19]2[NH:29][C:30]3[CH:31]=[C:32]([C:33]([O:35][CH2:36][CH3:37])=[O:34])[CH:38]=[CH:39][C:40]=3[N:41]=2)=[CH:17][CH:16]=1, predict the reactants needed to synthesize it. The reactants are: S(S([O-])=O)([O-])(=O)=O.[Na+].[Na+].[F:10][C:11]([F:28])([F:27])[C:12]1[CH:26]=[CH:25][CH:24]=[CH:23][C:13]=1[O:14][C:15]1[CH:22]=[CH:21][C:18]([CH:19]=O)=[CH:17][CH:16]=1.[NH2:29][C:30]1[CH:31]=[C:32]([CH:38]=[CH:39][C:40]=1[NH2:41])[C:33]([O:35][CH2:36][CH3:37])=[O:34]. (2) Given the product [Br:1][C:2]1[C:14]([Cl:38])=[CH:13][C:12]([C:16](=[O:18])[NH2:17])=[C:11]2[C:3]=1[C:4]1[CH2:5][CH2:6][CH:7]([C:19]([O:21][CH2:22][CH3:23])=[O:20])[CH2:8][C:9]=1[NH:10]2, predict the reactants needed to synthesize it. The reactants are: [Br:1][C:2]1[C:14](F)=[CH:13][C:12]([C:16](=[O:18])[NH2:17])=[C:11]2[C:3]=1[C:4]1[CH2:5][CH2:6][CH:7]([C:19]([O:21][CH2:22][CH3:23])=[O:20])[CH2:8][C:9]=1[NH:10]2.BrC1C([Cl:38])=CC(C(O)=O)=C2C=1C1CCC(C(OCC)=O)CC=1N2. (3) Given the product [CH3:1][O:2][C:3]([C@H:4]1[NH:33][C:34](=[O:36])[C@H:23]([CH3:25])[NH:22][C:21](=[O:32])[CH2:20][CH2:19][C:15]2=[CH:14][C:13](=[CH:18][CH:17]=[CH:16]2)[C:9]2=[CH:8][C:7](=[CH:12][CH:11]=[CH:10]2)[CH2:6][CH2:5]1)=[O:41], predict the reactants needed to synthesize it. The reactants are: [CH3:1][O:2][C:3](=[O:41])[C@@H:4]([NH:33][C:34]([O:36]C(C)(C)C)=O)[CH2:5][CH2:6][C:7]1[CH:8]=[C:9]([C:13]2[CH:18]=[CH:17][CH:16]=[C:15]([CH2:19][CH2:20][C:21](=[O:32])[NH:22][C@H:23]([C:25](OC(C)(C)C)=O)C)[CH:14]=2)[CH:10]=[CH:11][CH:12]=1.C(O)(C(F)(F)F)=O.CN(C(ON1N=NC2C=CC=NC1=2)=[N+](C)C)C.F[P-](F)(F)(F)(F)F.C(N(CC)C(C)C)(C)C. (4) Given the product [Cl:1][C:2]1[CH:3]=[C:4]2[C:8](=[CH:9][CH:10]=1)[N:7]([C:14]1[N:18]([CH3:19])[N:17]=[C:16]([CH3:20])[C:15]=1[CH:21]=[O:22])[CH:6]=[CH:5]2, predict the reactants needed to synthesize it. The reactants are: [Cl:1][C:2]1[CH:3]=[C:4]2[C:8](=[CH:9][CH:10]=1)[NH:7][CH:6]=[CH:5]2.[H-].[Na+].Cl[C:14]1[N:18]([CH3:19])[N:17]=[C:16]([CH3:20])[C:15]=1[CH:21]=[O:22].O. (5) Given the product [N+:34]([C:38]1[CH:37]=[CH:42][C:41]([NH:8][C:9]([N:11]2[CH2:19][C:18]3[C:13](=[CH:14][CH:15]=[CH:16][CH:17]=3)[CH2:12]2)=[O:10])=[CH:40][CH:39]=1)([O-:33])=[O:30], predict the reactants needed to synthesize it. The reactants are: NC1C=CC([NH:8][C:9]([N:11]2[CH2:19][C:18]3[C:13](=[CH:14][CH:15]=[CH:16][CH:17]=3)[CH2:12]2)=[O:10])=CC=1.C1(CCCC(O)=[O:30])C=CC=CC=1.O.[OH:33][N:34]1[C:38]2[CH:39]=[CH:40][CH:41]=[CH:42][C:37]=2N=N1.CN1CCOCC1.Cl.CN(C)CCCN=C=NCC. (6) Given the product [CH3:48][O:47][C:45](=[O:46])[C:44]([CH3:51])([CH3:49])[CH2:43][O:34][C:35]1[CH:42]=[CH:41][C:38]([C:39]#[N:40])=[CH:37][CH:36]=1, predict the reactants needed to synthesize it. The reactants are: C1(P(C2C=CC=CC=2)C2C=CC=CC=2)C=CC=CC=1.N(C(OC(C)C)=O)=NC(OC(C)C)=O.[OH:34][C:35]1[CH:42]=[CH:41][C:38]([C:39]#[N:40])=[CH:37][CH:36]=1.[CH3:43][C:44]([CH3:51])([CH2:49]O)[C:45]([O:47][CH3:48])=[O:46]. (7) Given the product [CH:18]1([C:16]([NH:15][C:13]2[N:14]=[C:9]3[CH:8]=[CH:7][C:6]([O:5][C:4]4[CH:3]=[C:2]([NH:1][C:31]([C:26]5[C:25]([CH3:24])=[CH:30][CH:29]=[CH:28][N:27]=5)=[O:32])[CH:23]=[CH:22][CH:21]=4)=[N:11][N:10]3[CH:12]=2)=[O:17])[CH2:20][CH2:19]1, predict the reactants needed to synthesize it. The reactants are: [NH2:1][C:2]1[CH:3]=[C:4]([CH:21]=[CH:22][CH:23]=1)[O:5][C:6]1[CH:7]=[CH:8][C:9]2[N:10]([CH:12]=[C:13]([NH:15][C:16]([CH:18]3[CH2:20][CH2:19]3)=[O:17])[N:14]=2)[N:11]=1.[CH3:24][C:25]1[C:26]([C:31](O)=[O:32])=[N:27][CH:28]=[CH:29][CH:30]=1.ON1C2C=CC=CC=2N=N1.C(N(CC)CC)C.Cl.CN(C)CCCN=C=NCC.C(=O)([O-])O.[Na+].